Dataset: Peptide-MHC class I binding affinity with 185,985 pairs from IEDB/IMGT. Task: Regression. Given a peptide amino acid sequence and an MHC pseudo amino acid sequence, predict their binding affinity value. This is MHC class I binding data. The MHC is HLA-A02:01 with pseudo-sequence HLA-A02:01. The peptide sequence is IILFQKAFS. The binding affinity (normalized) is 0.